Dataset: Forward reaction prediction with 1.9M reactions from USPTO patents (1976-2016). Task: Predict the product of the given reaction. (1) The product is: [CH:8]1([S:13][C:14]2[N:18]([C:19]3[CH:24]=[CH:23][C:22]([C:25]([O:27][CH3:28])=[O:26])=[CH:21][CH:20]=3)[N:17]=[CH:16][C:15]=2[C:29]([OH:31])=[O:30])[CH2:9][CH2:10][CH2:11][CH2:12]1. Given the reactants FC(F)(F)C(O)=O.[CH:8]1([S:13][C:14]2[N:18]([C:19]3[CH:24]=[CH:23][C:22]([C:25]([O:27][CH3:28])=[O:26])=[CH:21][CH:20]=3)[N:17]=[CH:16][C:15]=2[C:29]([O:31]C(C)(C)C)=[O:30])[CH2:12][CH2:11][CH2:10][CH2:9]1, predict the reaction product. (2) Given the reactants C([Li])CCC.Br[C:7]1[N:14]=[CH:13][CH:12]=[CH:11][C:8]=1[C:9]#[N:10].[Br:15][C:16]1[CH:17]=[C:18]2[C:29](=[CH:30][CH:31]=1)[O:28][C:21]1[C:22]([F:27])=[N:23][C:24]([Cl:26])=[CH:25][C:20]=1[C:19]2=[N:32]S(C(C)(C)C)=O.[NH4+].[Cl-], predict the reaction product. The product is: [Br:15][C:16]1[CH:17]=[C:18]2[C:19]3([C:7]4=[N:14][CH:13]=[CH:12][CH:11]=[C:8]4[C:9]([NH2:10])=[N:32]3)[C:20]3[CH:25]=[C:24]([Cl:26])[N:23]=[C:22]([F:27])[C:21]=3[O:28][C:29]2=[CH:30][CH:31]=1. (3) Given the reactants [CH2:1]([C:3]([C:7]1[CH:12]=[CH:11][C:10]([OH:13])=[C:9]([CH3:14])[CH:8]=1)([OH:6])[CH2:4][CH3:5])[CH3:2].[Mg+2].[Cl-].[Cl-].C(N(CC)CC)C.[CH2:25]=[O:26], predict the reaction product. The product is: [CH2:1]([C:3]([C:7]1[CH:8]=[C:9]([CH3:14])[C:10]([OH:13])=[C:11]([CH:12]=1)[CH:25]=[O:26])([OH:6])[CH2:4][CH3:5])[CH3:2]. (4) Given the reactants [C:1]([C:5]1[CH:45]=[CH:44][C:8]([C:9]([NH:11][C@@H:12]([CH2:17][C:18]2[CH:23]=[CH:22][C:21]([C:24]([NH:26][NH:27][C:28](=O)[C:29]3[CH:34]=[CH:33][C:32]([O:35][CH2:36][CH2:37][CH2:38][CH2:39][CH2:40][CH2:41][CH3:42])=[CH:31][CH:30]=3)=[O:25])=[CH:20][CH:19]=2)[C:13]([O:15][CH3:16])=[O:14])=[O:10])=[CH:7][CH:6]=1)([CH3:4])([CH3:3])[CH3:2].[Cl-].ClC1N(C)CC[NH+]1C, predict the reaction product. The product is: [C:1]([C:5]1[CH:45]=[CH:44][C:8]([C:9]([NH:11][C@@H:12]([CH2:17][C:18]2[CH:19]=[CH:20][C:21]([C:24]3[O:25][C:28]([C:29]4[CH:34]=[CH:33][C:32]([O:35][CH2:36][CH2:37][CH2:38][CH2:39][CH2:40][CH2:41][CH3:42])=[CH:31][CH:30]=4)=[N:27][N:26]=3)=[CH:22][CH:23]=2)[C:13]([O:15][CH3:16])=[O:14])=[O:10])=[CH:7][CH:6]=1)([CH3:4])([CH3:3])[CH3:2]. (5) The product is: [CH3:3][O:4][C:5]1[CH:12]=[CH:11][C:8]([CH2:9][S:10][C:13](=[NH:17])[CH2:14][C:15]#[N:16])=[CH:7][CH:6]=1. Given the reactants [OH-].[Na+].[CH3:3][O:4][C:5]1[CH:12]=[CH:11][C:8]([CH2:9][SH:10])=[CH:7][CH:6]=1.[C:13](#[N:17])[CH2:14][C:15]#[N:16], predict the reaction product.